From a dataset of HIV replication inhibition screening data with 41,000+ compounds from the AIDS Antiviral Screen. Binary Classification. Given a drug SMILES string, predict its activity (active/inactive) in a high-throughput screening assay against a specified biological target. (1) The drug is O=C1c2c([N+](=O)[O-])cc(S(=O)(=O)O)c(O)c2C(=O)c2c([N+](=O)[O-])cc(S(=O)(=O)O)c(O)c21. The result is 0 (inactive). (2) The molecule is Cc1c(C)c2c(c(N)c1C#N)C(=O)N(Cc1ccc(S(N)(=O)=O)cc1)C2=O. The result is 1 (active).